Dataset: Reaction yield outcomes from USPTO patents with 853,638 reactions. Task: Predict the reaction yield, written as a fraction of the theoretical maximum amount of product (1.0 means a 100% yield; for example, 0.34 means a 34% yield). (1) The reactants are [Cl:1][C:2]1[CH:3]=[C:4]([C:8](=[O:12])[CH:9](Br)[CH3:10])[CH:5]=[CH:6][CH:7]=1.[NH2:13][C:14]([CH3:18])([CH3:17])[CH2:15][OH:16]. The catalyst is C(#N)C.C(OCC)(=O)C. The product is [OH:12][C:8]1([C:4]2[CH:5]=[CH:6][CH:7]=[C:2]([Cl:1])[CH:3]=2)[O:16][CH2:15][C:14]([CH3:18])([CH3:17])[NH:13][CH:9]1[CH3:10]. The yield is 0.900. (2) The catalyst is C(#N)C. The yield is 0.270. The product is [CH:16]1([N:7]2[CH2:8][C:9]([CH3:15])([CH3:14])[C:10](=[O:13])[N:11]([CH3:12])[C:5]3[CH:4]=[N:3][C:2]([S:22][C:23]4[CH:31]=[CH:30][C:26]([C:27]([OH:29])=[O:28])=[CH:25][CH:24]=4)=[N:21][C:6]2=3)[CH2:20][CH2:19][CH2:18][CH2:17]1. The reactants are Cl[C:2]1[N:3]=[CH:4][C:5]2[N:11]([CH3:12])[C:10](=[O:13])[C:9]([CH3:15])([CH3:14])[CH2:8][N:7]([CH:16]3[CH2:20][CH2:19][CH2:18][CH2:17]3)[C:6]=2[N:21]=1.[SH:22][C:23]1[CH:31]=[CH:30][C:26]([C:27]([OH:29])=[O:28])=[CH:25][CH:24]=1. (3) The reactants are [H-].[Na+].[CH3:3][N:4]1[CH:8]=[N:7][C:6]([C:9]([O-:11])=[O:10])=[N:5]1.[CH3:12][Si:13]([CH2:16][CH2:17][O:18]CCl)([CH3:15])[CH3:14].[CH3:21]N(C=O)C. No catalyst specified. The product is [CH3:21][O:10][C:9]([C:6]1[N:7]=[CH:8][N:4]([CH2:3][O:18][CH2:17][CH2:16][Si:13]([CH3:15])([CH3:14])[CH3:12])[N:5]=1)=[O:11]. The yield is 0.410.